From a dataset of Reaction yield outcomes from USPTO patents with 853,638 reactions. Predict the reaction yield, written as a fraction of the theoretical maximum amount of product (1.0 means a 100% yield; for example, 0.34 means a 34% yield). (1) The product is [Cl:3][C:4]1[C:5]([CH:16]=[O:17])=[CH:6][N:7]([S:40]([C:36]2[CH:35]=[N:34][CH:39]=[CH:38][CH:37]=2)(=[O:42])=[O:41])[C:8]=1[C:9]1[CH:14]=[CH:13][CH:12]=[CH:11][C:10]=1[F:15]. The catalyst is O1CCCC1.O. The reactants are [H-].[Na+].[Cl:3][C:4]1[C:5]([CH:16]=[O:17])=[CH:6][NH:7][C:8]=1[C:9]1[CH:14]=[CH:13][CH:12]=[CH:11][C:10]=1[F:15].C1OCCOCCOCCOCCOC1.Cl.[N:34]1[CH:39]=[CH:38][CH:37]=[C:36]([S:40](Cl)(=[O:42])=[O:41])[CH:35]=1. The yield is 0.780. (2) The reactants are F[B-](F)(F)F.[C:6](=[NH:11])([O:8][CH2:9][CH3:10])[NH2:7].[CH2:12]([CH:19]([C:25](=O)[CH3:26])[C:20](OCC)=[O:21])[C:13]1[CH:18]=[CH:17][CH:16]=[CH:15][CH:14]=1.C[O-].[Na+]. The catalyst is CO. The product is [CH2:12]([C:19]1[C:20](=[O:21])[NH:11][C:6]([O:8][CH2:9][CH3:10])=[N:7][C:25]=1[CH3:26])[C:13]1[CH:18]=[CH:17][CH:16]=[CH:15][CH:14]=1. The yield is 0.240. (3) The reactants are [O:1]=[C:2]1[CH2:7][NH:6][CH2:5][CH2:4][N:3]1[C:8]1[CH:13]=[CH:12][C:11]([S:14]([NH:17][C:18]2[S:19][CH:20]=[CH:21][N:22]=2)(=[O:16])=[O:15])=[CH:10][CH:9]=1.[Cl:23][C:24]1[CH:25]=[C:26]2[C:30](=[CH:31][CH:32]=1)[N:29]([CH2:33][CH2:34][C:35](O)=[O:36])[CH:28]=[CH:27]2.CN(C(ON1N=NC2C=CC=NC1=2)=[N+](C)C)C.F[P-](F)(F)(F)(F)F.C(=O)(O)[O-].[Na+].Cl.S1C(N)=NC=N1. No catalyst specified. The product is [Cl:23][C:24]1[CH:25]=[C:26]2[C:30](=[CH:31][CH:32]=1)[N:29]([CH2:33][CH2:34][C:35]([N:6]1[CH2:5][CH2:4][N:3]([C:8]3[CH:9]=[CH:10][C:11]([S:14]([NH:17][C:18]4[S:19][CH:20]=[CH:21][N:22]=4)(=[O:16])=[O:15])=[CH:12][CH:13]=3)[C:2](=[O:1])[CH2:7]1)=[O:36])[CH:28]=[CH:27]2. The yield is 0.320. (4) The reactants are [F:1][C:2]1[CH:3]=[C:4]([C@:8]([NH:23][S@](C(C)(C)C)=O)([CH2:10][C:11]([CH:13]2[C:18](=[O:19])[N:17]([CH3:20])[C:16](=[O:21])[NH:15][C:14]2=[O:22])=[O:12])[CH3:9])[CH:5]=[CH:6][CH:7]=1.O=S(Cl)[Cl:32]. The catalyst is CCO.C1COCC1. The product is [ClH:32].[NH2:23][C@:8]([C:4]1[CH:5]=[CH:6][CH:7]=[C:2]([F:1])[CH:3]=1)([CH3:9])[CH2:10][C:11]([CH:13]1[C:18](=[O:19])[N:17]([CH3:20])[C:16](=[O:21])[NH:15][C:14]1=[O:22])=[O:12]. The yield is 0.900. (5) The reactants are C([O:8][C:9]1[C:10]([F:42])=[C:11]([C:38]([F:41])=[CH:39][CH:40]=1)[CH2:12][C:13]1[C:21]2[C:16](=[N:17][CH:18]=[C:19]([C:22]3[CH:23]=[N:24][CH:25]=[CH:26][CH:27]=3)[CH:20]=2)[N:15]([Si:28]([CH:35]([CH3:37])[CH3:36])([CH:32]([CH3:34])[CH3:33])[CH:29]([CH3:31])[CH3:30])[CH:14]=1)C1C=CC=CC=1. The catalyst is CO.[OH-].[OH-].[Pd+2]. The product is [F:42][C:10]1[C:11]([CH2:12][C:13]2[C:21]3[C:16](=[N:17][CH:18]=[C:19]([C:22]4[CH:23]=[N:24][CH:25]=[CH:26][CH:27]=4)[CH:20]=3)[N:15]([Si:28]([CH:32]([CH3:34])[CH3:33])([CH:35]([CH3:36])[CH3:37])[CH:29]([CH3:30])[CH3:31])[CH:14]=2)=[C:38]([F:41])[CH:39]=[CH:40][C:9]=1[OH:8]. The yield is 0.990. (6) The reactants are [C:1]1([CH3:13])[CH:6]=[CH:5][CH:4]=[C:3]([C:7](O)([CH2:10][CH3:11])[CH2:8][CH3:9])[CH:2]=1.[C:14]1([CH3:21])[C:19]([OH:20])=[CH:18][CH:17]=[CH:16][CH:15]=1.[Al+3].[Cl-].[Cl-].[Cl-].Cl. The catalyst is C(Cl)Cl.C1(C)C=CC=CC=1. The product is [CH2:8]([C:7]([C:16]1[CH:17]=[CH:18][C:19]([OH:20])=[C:14]([CH3:21])[CH:15]=1)([C:3]1[CH:2]=[C:1]([CH3:13])[CH:6]=[CH:5][CH:4]=1)[CH2:10][CH3:11])[CH3:9]. The yield is 0.950. (7) The reactants are Br[C:2]1[N:10]=[CH:9][C:8]2[NH:7][C:6]3[N:11]=[CH:12][C:13]([C:15]4[CH:20]=[CH:19][C:18]([CH2:21][N:22]5[CH2:27][CH2:26][O:25][CH2:24][CH2:23]5)=[CH:17][CH:16]=4)=[CH:14][C:5]=3[C:4]=2[CH:3]=1.[CH3:28][N:29]1[CH:33]=[C:32](B2OC(C)(C)C(C)(C)O2)[CH:31]=[N:30]1. The catalyst is C(=O)([O-])[O-].[Na+].[Na+].C(#N)C.C(OCC)(=O)C. The product is [CH3:28][N:29]1[CH:33]=[C:32]([C:2]2[N:10]=[CH:9][C:8]3[NH:7][C:6]4[N:11]=[CH:12][C:13]([C:15]5[CH:20]=[CH:19][C:18]([CH2:21][N:22]6[CH2:23][CH2:24][O:25][CH2:26][CH2:27]6)=[CH:17][CH:16]=5)=[CH:14][C:5]=4[C:4]=3[CH:3]=2)[CH:31]=[N:30]1. The yield is 0.250.